From a dataset of Forward reaction prediction with 1.9M reactions from USPTO patents (1976-2016). Predict the product of the given reaction. (1) Given the reactants [Cl:1][C:2]1[CH:7]=[CH:6][C:5]([S:8]([NH:11][CH2:12][C:13]2[CH:18]=[CH:17][CH:16]=[CH:15][N:14]=2)(=[O:10])=[O:9])=[CH:4][CH:3]=1.[H-].[Na+].C([C:23]1[CH:31]=[C:30]([C:32]#[N:33])[CH:29]=[CH:28][C:24]=1[C:25](Cl)=[O:26])C, predict the reaction product. The product is: [Cl:1][C:2]1[CH:3]=[CH:4][C:5]([S:8]([N:11]([C:25](=[O:26])[C:24]2[CH:23]=[CH:31][C:30]([C:32]#[N:33])=[CH:29][CH:28]=2)[CH2:12][C:13]2[CH:18]=[CH:17][CH:16]=[CH:15][N:14]=2)(=[O:10])=[O:9])=[CH:6][CH:7]=1. (2) Given the reactants [Br:1][C:2]1[CH:38]=[CH:37][C:5]([CH2:6][N:7]2[C:11]3[CH:12]=[CH:13][C:14]([O:16][CH2:17][C:18]4[CH:27]=[CH:26][C:25]5[C:20](=[CH:21][CH:22]=[CH:23][CH:24]=5)[N:19]=4)=[CH:15][C:10]=3[N:9]=[C:8]2[CH2:28][C:29]([CH3:36])([CH3:35])[C:30]([O:32]CC)=[O:31])=[CH:4][CH:3]=1.ClCC1C=CC2C(=CC=C([F:51])C=2)N=1, predict the reaction product. The product is: [Br:1][C:2]1[CH:38]=[CH:37][C:5]([CH2:6][N:7]2[C:11]3[CH:12]=[CH:13][C:14]([O:16][CH2:17][C:18]4[CH:27]=[CH:26][C:25]5[C:20](=[CH:21][CH:22]=[C:23]([F:51])[CH:24]=5)[N:19]=4)=[CH:15][C:10]=3[N:9]=[C:8]2[CH2:28][C:29]([CH3:36])([CH3:35])[C:30]([OH:32])=[O:31])=[CH:4][CH:3]=1. (3) Given the reactants [CH2:1]([S:3]([C:6]1[CH:11]=[CH:10][C:9]([C@@H:12]([NH:15][C:16](=[O:22])[O:17][C:18]([CH3:21])([CH3:20])[CH3:19])[CH2:13][OH:14])=[CH:8][CH:7]=1)(=[O:5])=[O:4])[CH3:2].[OH-].[Na+].S(OCC)(O[CH2:29][CH3:30])(=O)=O, predict the reaction product. The product is: [CH2:29]([O:14][CH2:13][C@H:12]([NH:15][C:16](=[O:22])[O:17][C:18]([CH3:21])([CH3:20])[CH3:19])[C:9]1[CH:8]=[CH:7][C:6]([S:3]([CH2:1][CH3:2])(=[O:5])=[O:4])=[CH:11][CH:10]=1)[CH3:30]. (4) Given the reactants [CH2:1]([N:8]1[CH2:12][CH2:11][C@@H:10](O)[CH2:9]1)[C:2]1[CH:7]=[CH:6][CH:5]=[CH:4][CH:3]=1.C(N(C(C)C)CC)(C)C.FC(F)(F)S(O)(=O)=O.[CH3:31][O:32][C:33]1[CH:34]=[C:35]([C@H:39]([NH2:41])[CH3:40])[CH:36]=[CH:37][CH:38]=1.C(=O)(O)[O-].[Na+], predict the reaction product. The product is: [CH2:1]([N:8]1[CH2:12][CH2:11][C@H:10]([NH:41][C@@H:39]([C:35]2[CH:36]=[CH:37][CH:38]=[C:33]([O:32][CH3:31])[CH:34]=2)[CH3:40])[CH2:9]1)[C:2]1[CH:7]=[CH:6][CH:5]=[CH:4][CH:3]=1. (5) Given the reactants [C:1]1([CH2:7][O:8][C:9]2[CH:14]=[CH:13][C:12]([CH2:15][CH2:16][C:17]3[CH:18]=[C:19]([NH2:22])[NH:20][N:21]=3)=[CH:11][CH:10]=2)[CH:6]=[CH:5][CH:4]=[CH:3][CH:2]=1.Cl[C:24]1[CH:29]=[CH:28][N:27]=[C:26]([NH:30][CH2:31][C:32]2[O:36][N:35]=[C:34]([CH3:37])[CH:33]=2)[N:25]=1, predict the reaction product. The product is: [CH3:37][C:34]1[CH:33]=[C:32]([CH2:31][NH:30][C:26]2[N:27]=[C:28]([NH:22][C:19]3[NH:20][N:21]=[C:17]([CH2:16][CH2:15][C:12]4[CH:13]=[CH:14][C:9]([O:8][CH2:7][C:1]5[CH:6]=[CH:5][CH:4]=[CH:3][CH:2]=5)=[CH:10][CH:11]=4)[CH:18]=3)[CH:29]=[CH:24][N:25]=2)[O:36][N:35]=1.